From a dataset of NCI-60 drug combinations with 297,098 pairs across 59 cell lines. Regression. Given two drug SMILES strings and cell line genomic features, predict the synergy score measuring deviation from expected non-interaction effect. (1) Drug 1: CC1=C(C=C(C=C1)C(=O)NC2=CC(=CC(=C2)C(F)(F)F)N3C=C(N=C3)C)NC4=NC=CC(=N4)C5=CN=CC=C5. Drug 2: C1=NC2=C(N=C(N=C2N1C3C(C(C(O3)CO)O)F)Cl)N. Cell line: SNB-75. Synergy scores: CSS=-5.87, Synergy_ZIP=2.39, Synergy_Bliss=1.13, Synergy_Loewe=-7.13, Synergy_HSA=-6.40. (2) Drug 1: C1=CC(=C2C(=C1NCCNCCO)C(=O)C3=C(C=CC(=C3C2=O)O)O)NCCNCCO. Drug 2: CC(CN1CC(=O)NC(=O)C1)N2CC(=O)NC(=O)C2. Cell line: HS 578T. Synergy scores: CSS=46.6, Synergy_ZIP=2.83, Synergy_Bliss=4.68, Synergy_Loewe=-0.377, Synergy_HSA=8.09.